This data is from Peptide-MHC class II binding affinity with 134,281 pairs from IEDB. The task is: Regression. Given a peptide amino acid sequence and an MHC pseudo amino acid sequence, predict their binding affinity value. This is MHC class II binding data. (1) The binding affinity (normalized) is 0.244. The MHC is HLA-DPA10201-DPB10501 with pseudo-sequence HLA-DPA10201-DPB10501. The peptide sequence is KFGVAKKANVYAVKV. (2) The binding affinity (normalized) is 0.164. The peptide sequence is ALRIIAGTPEVHAVK. The MHC is HLA-DQA10102-DQB10502 with pseudo-sequence HLA-DQA10102-DQB10502. (3) The peptide sequence is DIIEGPVKNVAVPLY. The MHC is HLA-DQA10101-DQB10501 with pseudo-sequence HLA-DQA10101-DQB10501. The binding affinity (normalized) is 0.128. (4) The peptide sequence is QIGNRPGPSRGVQGF. The MHC is DRB3_0202 with pseudo-sequence DRB3_0202. The binding affinity (normalized) is 0. (5) The peptide sequence is GTMAGCGYLMFLGGV. The MHC is DRB1_1101 with pseudo-sequence DRB1_1101. The binding affinity (normalized) is 0.550.